Dataset: Peptide-MHC class I binding affinity with 185,985 pairs from IEDB/IMGT. Task: Regression. Given a peptide amino acid sequence and an MHC pseudo amino acid sequence, predict their binding affinity value. This is MHC class I binding data. The peptide sequence is TAFTIPSI. The MHC is HLA-A02:06 with pseudo-sequence HLA-A02:06. The binding affinity (normalized) is 0.319.